From a dataset of Forward reaction prediction with 1.9M reactions from USPTO patents (1976-2016). Predict the product of the given reaction. (1) Given the reactants [N:1]1[C:2](=O)[NH:3][CH:4]=[C:5]2[CH2:12][CH2:11][CH2:10][CH2:9][CH2:8][CH2:7][C:6]=12.O(Cl)[Cl:15].[P+3], predict the reaction product. The product is: [Cl:15][C:2]1[N:3]=[CH:4][C:5]2[CH2:12][CH2:11][CH2:10][CH2:9][CH2:8][CH2:7][C:6]=2[N:1]=1. (2) Given the reactants [O:1]1[CH2:6][CH2:5][N:4]([C:7]2[CH:12]=[CH:11][C:10]([C:13]3[NH:14][C:15]4[C:20]([N:21]=3)=[C:19]([C:22]3[CH:23]=[CH:24][C:25]([O:30][C@@H:31]5[CH2:35][CH2:34][NH:33][CH2:32]5)=[C:26]([CH:29]=3)[C:27]#[N:28])[N:18]=[CH:17][N:16]=4)=[CH:9][CH:8]=2)[CH2:3][CH2:2]1.[OH:36][C@H:37]([CH3:41])[C:38](O)=[O:39].CCN(C(C)C)C(C)C.CN(C(ON1N=NC2C=CC=NC1=2)=[N+](C)C)C.F[P-](F)(F)(F)(F)F, predict the reaction product. The product is: [OH:36][C@H:37]([CH3:41])[C:38]([N:33]1[CH2:34][CH2:35][C@@H:31]([O:30][C:25]2[CH:24]=[CH:23][C:22]([C:19]3[N:18]=[CH:17][N:16]=[C:15]4[C:20]=3[N:21]=[C:13]([C:10]3[CH:9]=[CH:8][C:7]([N:4]5[CH2:5][CH2:6][O:1][CH2:2][CH2:3]5)=[CH:12][CH:11]=3)[NH:14]4)=[CH:29][C:26]=2[C:27]#[N:28])[CH2:32]1)=[O:39]. (3) Given the reactants [C:1]([C:3]1([OH:23])[CH2:8][CH2:7][N:6]([C:9](=[O:22])[CH2:10][C:11]2[CH:16]=[CH:15][C:14]([N:17]3[CH:21]=[N:20][N:19]=[N:18]3)=[CH:13][CH:12]=2)[CH2:5][CH2:4]1)#[CH:2].Br[C:25]1[CH:26]=[C:27]([CH:30]=[CH:31][C:32]=1[CH3:33])[C:28]#[N:29], predict the reaction product. The product is: [OH:23][C:3]1([C:1]#[C:2][C:25]2[CH:26]=[C:27]([CH:30]=[CH:31][C:32]=2[CH3:33])[C:28]#[N:29])[CH2:4][CH2:5][N:6]([C:9](=[O:22])[CH2:10][C:11]2[CH:16]=[CH:15][C:14]([N:17]3[CH:21]=[N:20][N:19]=[N:18]3)=[CH:13][CH:12]=2)[CH2:7][CH2:8]1. (4) Given the reactants [Br:1][C:2]1[C:3](=[O:17])[NH:4][C:5](=[O:16])[N:6]([CH2:8][CH2:9][C:10]2[CH:15]=[CH:14][CH:13]=[CH:12][CH:11]=2)[N:7]=1.[CH3:18]C1C=CC=CC=1CCI.C(I)CC1C=CC=CC=1, predict the reaction product. The product is: [Br:1][C:2]1[C:3](=[O:17])[NH:4][C:5](=[O:16])[N:6]([CH2:8][CH2:9][C:10]2[CH:15]=[CH:14][CH:13]=[C:12]([CH3:18])[CH:11]=2)[N:7]=1. (5) Given the reactants [Br:1][C:2]1[CH:3]=[CH:4][C:5]([OH:10])=[C:6]([CH:9]=1)[CH:7]=[O:8].C(=O)([O-])[O-].[K+].[K+].Cl[CH2:18][O:19][CH3:20].Cl, predict the reaction product. The product is: [Br:1][C:2]1[CH:3]=[CH:4][C:5]([O:10][CH2:18][O:19][CH3:20])=[C:6]([CH:9]=1)[CH:7]=[O:8]. (6) Given the reactants [Cl:1][C:2]1[C:3]([N+:9]([O-:11])=[O:10])=[C:4]([CH:6]=[CH:7][CH:8]=1)[NH2:5].C1C(=O)N([Br:19])C(=O)C1, predict the reaction product. The product is: [Br:19][C:8]1[CH:7]=[CH:6][C:4]([NH2:5])=[C:3]([N+:9]([O-:11])=[O:10])[C:2]=1[Cl:1]. (7) Given the reactants [CH3:1][O:2][C:3]1[CH:4]=[C:5]([CH:9]=[CH:10][C:11]=1[CH2:12][C:13]1[C:21]2[C:16](=[CH:17][CH:18]=[C:19]([N+:22]([O-:24])=[O:23])[CH:20]=2)[NH:15][CH:14]=1)[C:6]([O-:8])=[O:7].[Na+], predict the reaction product. The product is: [CH3:1][O:2][C:3]1[CH:4]=[C:5]([CH:9]=[CH:10][C:11]=1[CH2:12][C:13]1[C:21]2[C:16](=[CH:17][CH:18]=[C:19]([N+:22]([O-:24])=[O:23])[CH:20]=2)[NH:15][CH:14]=1)[C:6]([OH:8])=[O:7]. (8) Given the reactants F[C:2]1[C:9]([I:10])=[CH:8][CH:7]=[C:6]([C:11]([F:14])([F:13])[F:12])[C:3]=1[C:4]#[N:5].[SH:15][CH2:16][C:17]([NH2:19])=[O:18].C[O-].[Na+], predict the reaction product. The product is: [NH2:5][C:4]1[C:3]2[C:6]([C:11]([F:14])([F:13])[F:12])=[CH:7][CH:8]=[C:9]([I:10])[C:2]=2[S:15][C:16]=1[C:17]([NH2:19])=[O:18]. (9) Given the reactants [CH2:1]([O:3][C:4]1[CH:5]=[C:6]([NH2:13])[N:7]=[N:8][C:9]=1[O:10][CH2:11][CH3:12])[CH3:2].[N+:14]([O-])([OH:16])=[O:15], predict the reaction product. The product is: [CH2:1]([O:3][C:4]1[CH:5]=[C:6]([NH:13][N+:14]([O-:16])=[O:15])[N:7]=[N:8][C:9]=1[O:10][CH2:11][CH3:12])[CH3:2].